Task: Predict the product of the given reaction.. Dataset: Forward reaction prediction with 1.9M reactions from USPTO patents (1976-2016) (1) The product is: [OH:29][CH:22]([C:23]1[CH:24]=[CH:25][CH:26]=[CH:27][CH:28]=1)[CH2:21][N:12]1[N:11]=[C:10]([NH:9][C:6]2[CH:5]=[C:4]([CH3:3])[NH:8][N:7]=2)[C:19]2[C:14](=[CH:15][CH:16]=[CH:17][CH:18]=2)[C:13]1=[O:20]. Given the reactants [BH4-].[Na+].[CH3:3][C:4]1[NH:8][N:7]=[C:6]([NH:9][C:10]2[C:19]3[C:14](=[CH:15][CH:16]=[CH:17][CH:18]=3)[C:13](=[O:20])[N:12]([CH2:21][C:22](=[O:29])[C:23]3[CH:28]=[CH:27][CH:26]=[CH:25][CH:24]=3)[N:11]=2)[CH:5]=1, predict the reaction product. (2) Given the reactants [Cl:1]C1C=CC([C@H]2[C@H](O)[C@@H](O)[C@H](O)C(OC)O2)=CC=1CC1C=CC(OCC)=CC=1.C(Cl)(C)=O.C([Si](C)(C)[O:38][C@H:39]1[C@H:46]2[C@H:42]([O:43][C:44](C)(C)[O:45]2)[O:41][C@H:40]1[C@H:49]([C:51]1[CH:56]=[CH:55][C:54]([Cl:57])=[C:53]([CH2:58][C:59]2[CH:64]=[CH:63][C:62]([O:65][CH2:66][CH3:67])=[CH:61][CH:60]=2)[CH:52]=1)[OH:50])(C)(C)C, predict the reaction product. The product is: [ClH:1].[Cl:57][C:54]1[CH:55]=[CH:56][C:51]([C@H:49]2[C@H:40]([OH:41])[C@@H:39]([OH:38])[C@H:46]([OH:45])[CH:42]([O:43][CH3:44])[O:50]2)=[CH:52][C:53]=1[CH2:58][C:59]1[CH:60]=[CH:61][C:62]([O:65][CH2:66][CH3:67])=[CH:63][CH:64]=1. (3) Given the reactants [CH3:1][N:2]([CH3:16])[S:3]([C:6]1[CH:7]=[C:8]([CH:11]=[CH:12][C:13]=1[O:14][CH3:15])[CH:9]=[O:10])(=[O:5])=[O:4].[BH4-].[Na+], predict the reaction product. The product is: [CH3:1][N:2]([CH3:16])[S:3]([C:6]1[CH:7]=[C:8]([CH:11]=[CH:12][C:13]=1[O:14][CH3:15])[CH2:9][OH:10])(=[O:4])=[O:5]. (4) Given the reactants [C:1]([O:5][C:6](=[O:25])[NH:7][C:8]1[CH:13]=[C:12]([O:14][CH2:15][C:16]([F:19])([F:18])[F:17])[C:11]([C:20]([F:23])([F:22])[F:21])=[CH:10][C:9]=1[NH2:24])([CH3:4])([CH3:3])[CH3:2].C([O:30][C:31](=O)[CH2:32][C:33](=[O:54])[C:34]1[CH:39]=[CH:38][CH:37]=[C:36]([C:40]2[CH:45]=[CH:44][N:43]=[C:42]([CH2:46][O:47][CH:48]3[CH2:53][CH2:52][CH2:51][CH2:50][O:49]3)[CH:41]=2)[CH:35]=1)(C)(C)C, predict the reaction product. The product is: [C:1]([O:5][C:6](=[O:25])[NH:7][C:8]1[CH:13]=[C:12]([O:14][CH2:15][C:16]([F:18])([F:17])[F:19])[C:11]([C:20]([F:22])([F:23])[F:21])=[CH:10][C:9]=1[NH:24][C:31](=[O:30])[CH2:32][C:33](=[O:54])[C:34]1[CH:39]=[CH:38][CH:37]=[C:36]([C:40]2[CH:45]=[CH:44][N:43]=[C:42]([CH2:46][O:47][CH:48]3[CH2:53][CH2:52][CH2:51][CH2:50][O:49]3)[CH:41]=2)[CH:35]=1)([CH3:4])([CH3:2])[CH3:3]. (5) Given the reactants Cl[C:2]1[CH:3]=[C:4]2[CH2:25][C:9]3([CH2:24][C:11]4([CH2:16][CH2:15][N:14]([C:17]([O:19][C:20]([CH3:23])([CH3:22])[CH3:21])=[O:18])[CH2:13][CH2:12]4)[CH2:10]3)[O:8][C:5]2=[CH:6][N:7]=1.[CH3:26][S:27]([CH2:30][C:31]1[CH:36]=[CH:35][C:34](B(O)O)=[CH:33][CH:32]=1)(=[O:29])=[O:28], predict the reaction product. The product is: [CH3:26][S:27]([CH2:30][C:31]1[CH:36]=[CH:35][C:34]([C:2]2[CH:3]=[C:4]3[CH2:25][C:9]4([CH2:24][C:11]5([CH2:12][CH2:13][N:14]([C:17]([O:19][C:20]([CH3:23])([CH3:22])[CH3:21])=[O:18])[CH2:15][CH2:16]5)[CH2:10]4)[O:8][C:5]3=[CH:6][N:7]=2)=[CH:33][CH:32]=1)(=[O:28])=[O:29]. (6) Given the reactants [N:1]([CH2:4][C:5]1[C:6]([F:22])=[C:7]([O:12][C:13]2[CH:18]=[C:17]([C:19]#[N:20])[CH:16]=[C:15]([Cl:21])[N:14]=2)[C:8]([Cl:11])=[CH:9][CH:10]=1)=[N+]=[N-].C1(P(C2C=CC=CC=2)C2C=CC=CC=2)C=CC=CC=1.O, predict the reaction product. The product is: [NH2:1][CH2:4][C:5]1[C:6]([F:22])=[C:7]([O:12][C:13]2[CH:18]=[C:17]([C:19]#[N:20])[CH:16]=[C:15]([Cl:21])[N:14]=2)[C:8]([Cl:11])=[CH:9][CH:10]=1.